Dataset: Catalyst prediction with 721,799 reactions and 888 catalyst types from USPTO. Task: Predict which catalyst facilitates the given reaction. (1) Reactant: [CH3:1][CH:2]([NH2:4])[CH3:3].[Cl:5][C:6]1[CH:25]=[CH:24][C:23]([CH2:26][CH2:27][C@H:28]([OH:35])[CH2:29]OS(C)(=O)=O)=[CH:22][C:7]=1[C:8]([NH:10][CH2:11][C:12]12[CH2:21][CH:16]3[CH2:17][CH:18]([CH2:20][CH:14]([CH2:15]3)[CH2:13]1)[CH2:19]2)=[O:9]. Product: [ClH:5].[Cl:5][C:6]1[CH:25]=[CH:24][C:23]([CH2:26][CH2:27][C@H:28]([OH:35])[CH2:29][NH:4][CH:2]([CH3:3])[CH3:1])=[CH:22][C:7]=1[C:8]([NH:10][CH2:11][C:12]12[CH2:21][CH:16]3[CH2:15][CH:14]([CH2:20][CH:18]([CH2:17]3)[CH2:19]1)[CH2:13]2)=[O:9]. The catalyst class is: 10. (2) Reactant: [CH2:1]([O:3][C:4](=[O:13])[CH2:5][CH:6]1[CH2:11][CH2:10][CH:9](O)[CH2:8][CH2:7]1)[CH3:2].[I:14]I.N1C=CN=C1.C1(P(C2C=CC=CC=2)C2C=CC=CC=2)C=CC=CC=1. Product: [CH2:1]([O:3][C:4](=[O:13])[CH2:5][CH:6]1[CH2:11][CH2:10][CH:9]([I:14])[CH2:8][CH2:7]1)[CH3:2]. The catalyst class is: 4. (3) Reactant: [CH3:1][S:2][CH2:3][CH2:4][CH2:5][CH2:6][OH:7].C(N(CC)CC)C.[CH3:15][S:16](Cl)(=[O:18])=[O:17]. Product: [CH3:15][S:16]([O:7][CH2:6][CH2:5][CH2:4][CH2:3][S:2][CH3:1])(=[O:18])=[O:17]. The catalyst class is: 1. (4) Reactant: [C:1]([O:5][C:6]([N:8]1[CH:12]=[CH:11][CH:10]=[C:9]1[C:13]1[S:14][C:15]([C:18]([O:20][CH2:21][CH3:22])=[O:19])=[CH:16][N:17]=1)=[O:7])([CH3:4])([CH3:3])[CH3:2].[Br:23]N1C(=O)CCC1=O.C(=O)([O-])O.[Na+]. Product: [Br:23][C:12]1[N:8]([C:6]([O:5][C:1]([CH3:4])([CH3:3])[CH3:2])=[O:7])[C:9]([C:13]2[S:14][C:15]([C:18]([O:20][CH2:21][CH3:22])=[O:19])=[CH:16][N:17]=2)=[CH:10][CH:11]=1. The catalyst class is: 7. (5) The catalyst class is: 81. Reactant: [CH3:1][C:2]1[S:6][C:5]([C:7]2[CH:12]=[CH:11][CH:10]=[CH:9][CH:8]=2)=[N:4][C:3]=1[CH2:13][O:14][C:15]1[CH:30]=[CH:29][C:18]([CH2:19][O:20][C:21]2[N:28]=[CH:27][CH:26]=[CH:25][C:22]=2[C:23]#N)=[CH:17][CH:16]=1.C1(C)C=CC=CC=1.[H-].C([Al+]CC(C)C)C(C)C.[Cl-].[NH4+].C(OCC)(=[O:52])C. Product: [CH3:1][C:2]1[S:6][C:5]([C:7]2[CH:12]=[CH:11][CH:10]=[CH:9][CH:8]=2)=[N:4][C:3]=1[CH2:13][O:14][C:15]1[CH:30]=[CH:29][C:18]([CH2:19][O:20][C:21]2[N:28]=[CH:27][CH:26]=[CH:25][C:22]=2[CH:23]=[O:52])=[CH:17][CH:16]=1. (6) Reactant: Br[CH2:2][C:3]1[C:8]([Cl:9])=[CH:7][CH:6]=[CH:5][C:4]=1[N:10]1[C:14](=[O:15])[N:13]([CH3:16])[N:12]=[N:11]1.[CH3:17][O:18][C:19]1[CH:24]=[CH:23][CH:22]=[CH:21][C:20]=1[N:25]1[CH:29]=[CH:28][C:27]([OH:30])=[N:26]1.C(=O)([O-])[O-].[K+].[K+].C(#N)C. Product: [CH3:17][O:18][C:19]1[CH:24]=[CH:23][CH:22]=[CH:21][C:20]=1[N:25]1[CH:29]=[CH:28][C:27]([O:30][CH2:2][C:3]2[C:8]([Cl:9])=[CH:7][CH:6]=[CH:5][C:4]=2[N:10]2[C:14](=[O:15])[N:13]([CH3:16])[N:12]=[N:11]2)=[N:26]1. The catalyst class is: 6.